This data is from KCNQ2 potassium channel screen with 302,405 compounds. The task is: Binary Classification. Given a drug SMILES string, predict its activity (active/inactive) in a high-throughput screening assay against a specified biological target. (1) The molecule is S(Cc1nc(Nc2ccc(OC)cc2)nc(n1)N)c1n(ccn1)C. The result is 0 (inactive). (2) The drug is Clc1c(NS(=O)(=O)c2c(N3CCOCC3)ccc(NC(=O)c3cccnc3)c2)cc(Cl)cc1. The result is 0 (inactive). (3) The drug is S=C(NC(=O)NCC=C)c1ccccc1. The result is 0 (inactive). (4) The drug is o1c(C(=O)N2CCC(CC2)C)cc2c(c1=O)cccc2. The result is 0 (inactive). (5) The compound is O(c1cc(Nc2ncccc2C(O)=O)ccc1)C. The result is 0 (inactive).